From a dataset of Catalyst prediction with 721,799 reactions and 888 catalyst types from USPTO. Predict which catalyst facilitates the given reaction. Reactant: [Cl:1][C:2]1[CH:3]=[CH:4][C:5]2[CH2:9][CH:8]([C:10]([OH:12])=O)[C:6]=2[CH:7]=1.[CH2:13]([NH:20][CH2:21][CH2:22][OH:23])[C:14]1[CH:19]=[CH:18][CH:17]=[CH:16][CH:15]=1.C(N(CC)CC)C.[O-]P1(OP([O-])(=O)OP([O-])(=O)OP([O-])(=O)O1)=O.[Na+].[Na+].[Na+].[Na+]. Product: [CH2:13]([N:20]([CH2:21][CH2:22][OH:23])[C:10]([CH:8]1[C:6]2[CH:7]=[C:2]([Cl:1])[CH:3]=[CH:4][C:5]=2[CH2:9]1)=[O:12])[C:14]1[CH:19]=[CH:18][CH:17]=[CH:16][CH:15]=1. The catalyst class is: 4.